Dataset: Reaction yield outcomes from USPTO patents with 853,638 reactions. Task: Predict the reaction yield, written as a fraction of the theoretical maximum amount of product (1.0 means a 100% yield; for example, 0.34 means a 34% yield). The catalyst is ClCCl. The yield is 0.150. The reactants are [NH2:1][C:2]1[CH:25]=[CH:24][C:23]([N:26]2[CH2:31][CH2:30][CH2:29][CH2:28][CH2:27]2)=[CH:22][C:3]=1[C:4]([NH:6][C:7]1[N:11]=[CH:10][N:9]([C:12]2[CH:17]=[CH:16][CH:15]=[C:14]([C:18]([F:21])([F:20])[F:19])[CH:13]=2)[N:8]=1)=[O:5].N1C=CC=CC=1.[CH3:38][N:39]([CH2:51][CH2:52][N:53]1[CH2:58][CH2:57][O:56][CH2:55][CH2:54]1)[C:40]([C:42]1[CH:43]=[C:44]([CH:48]=[CH:49][CH:50]=1)[C:45](Cl)=[O:46])=[O:41]. The product is [CH3:38][N:39]([CH2:51][CH2:52][N:53]1[CH2:58][CH2:57][O:56][CH2:55][CH2:54]1)[C:40](=[O:41])[C:42]1[CH:50]=[CH:49][CH:48]=[C:44]([C:45]([NH:1][C:2]2[CH:25]=[CH:24][C:23]([N:26]3[CH2:31][CH2:30][CH2:29][CH2:28][CH2:27]3)=[CH:22][C:3]=2[C:4](=[O:5])[NH:6][C:7]2[N:11]=[CH:10][N:9]([C:12]3[CH:17]=[CH:16][CH:15]=[C:14]([C:18]([F:21])([F:19])[F:20])[CH:13]=3)[N:8]=2)=[O:46])[CH:43]=1.